From a dataset of Full USPTO retrosynthesis dataset with 1.9M reactions from patents (1976-2016). Predict the reactants needed to synthesize the given product. (1) Given the product [C:1]([O:5][C:6](=[O:19])[NH:7][C:8]1[CH:13]=[C:12]([O:14][CH3:15])[C:11]([CH3:16])=[C:10]([O:17][CH3:18])[C:9]=1[Br:27])([CH3:4])([CH3:3])[CH3:2], predict the reactants needed to synthesize it. The reactants are: [C:1]([O:5][C:6](=[O:19])[NH:7][C:8]1[CH:13]=[C:12]([O:14][CH3:15])[C:11]([CH3:16])=[C:10]([O:17][CH3:18])[CH:9]=1)([CH3:4])([CH3:3])[CH3:2].C1C(=O)N([Br:27])C(=O)C1.CC(N=NC(C#N)(C)C)(C#N)C. (2) Given the product [CH3:1][C:2]1[N:7]=[C:6]2[S:8][C:9]3[CH2:14][CH2:13][CH2:12][CH2:11][C:10]=3[C:5]2=[C:4]([C:15]2[CH:16]=[N:17][CH:18]=[CH:19][CH:20]=2)[C:3]=1[CH:21]([CH2:37][CH2:36][CH3:40])[C:22]([O:24][CH3:25])=[O:23], predict the reactants needed to synthesize it. The reactants are: [CH3:1][C:2]1[N:7]=[C:6]2[S:8][C:9]3[CH2:14][CH2:13][CH2:12][CH2:11][C:10]=3[C:5]2=[C:4]([C:15]2[CH:16]=[N:17][CH:18]=[CH:19][CH:20]=2)[C:3]=1[CH2:21][C:22]([O:24][CH3:25])=[O:23].[Li+].C[Si]([N-][Si](C)(C)C)(C)C.[CH2:36]1[CH2:40]OC[CH2:37]1.ICCC.